From a dataset of Forward reaction prediction with 1.9M reactions from USPTO patents (1976-2016). Predict the product of the given reaction. (1) Given the reactants [N:1]1[C:9]2[C:4](=[N:5][CH:6]=[CH:7][CH:8]=2)[NH:3][CH:2]=1.CC(C)([O-])C.[K+].[C:16]([O:19][CH2:20][CH2:21][O:22][CH2:23]Br)(=[O:18])[CH3:17], predict the reaction product. The product is: [N:1]1[C:9]2[C:4](=[N:5][CH:6]=[CH:7][CH:8]=2)[N:3]([CH2:23][O:22][CH2:21][CH2:20][O:19][C:16](=[O:18])[CH3:17])[CH:2]=1. (2) Given the reactants Br[C:2]1[CH:7]=[C:6]([Br:8])[CH:5]=[CH:4][C:3]=1[N+:9]([O-:11])=[O:10].[CH3:12][O:13][CH2:14][CH2:15][NH2:16], predict the reaction product. The product is: [Br:8][C:6]1[CH:5]=[CH:4][C:3]([N+:9]([O-:11])=[O:10])=[C:2]([NH:16][CH2:15][CH2:14][O:13][CH3:12])[CH:7]=1. (3) The product is: [C:21]1([CH:19]2[CH2:18][O:17][C:16]3[CH:27]=[C:12]([S:9]([NH:8][C:28]4[S:32][N:31]=[CH:30][N:29]=4)(=[O:10])=[O:11])[CH:13]=[CH:14][C:15]=3[N:20]2[C:78]2[CH:83]=[CH:82][C:81]([C:84]([F:87])([F:86])[F:85])=[CH:80][CH:79]=2)[CH:26]=[CH:25][CH:24]=[CH:23][CH:22]=1. Given the reactants COC1C=CC(C[N:8]([C:28]2[S:32][N:31]=[CH:30][N:29]=2)[S:9]([C:12]2[CH:13]=[CH:14][C:15]3[NH:20][CH:19]([C:21]4[CH:26]=[CH:25][CH:24]=[CH:23][CH:22]=4)[CH2:18][O:17][C:16]=3[CH:27]=2)(=[O:11])=[O:10])=CC=1.CC1(C)C2C(=C(P(C3C=CC=CC=3)C3C=CC=CC=3)C=CC=2)OC2C(P(C3C=CC=CC=3)C3C=CC=CC=3)=CC=CC1=2.Br[C:78]1[CH:83]=[CH:82][C:81]([C:84]([F:87])([F:86])[F:85])=[CH:80][CH:79]=1.CC(C)([O-])C.[Na+], predict the reaction product. (4) Given the reactants CC1C=C(C)C=C(C)C=1S([O:13][CH2:14][C@@H:15]([NH:17][S:18]([C:21]1[C:26]([CH3:27])=[CH:25][C:24]([CH3:28])=[CH:23][C:22]=1[CH3:29])(=[O:20])=[O:19])[CH3:16])(=O)=O.C([O-])([O-])=O.[Cs+].[Cs+].[F:36][C:37]1[CH:38]=[CH:39][C:40](O)=[C:41]([CH:45]=1)[C:42]([NH2:44])=[O:43], predict the reaction product. The product is: [F:36][C:37]1[CH:38]=[CH:39][C:40]([O:13][CH2:14][C@@H:15]([NH:17][S:18]([C:21]2[C:22]([CH3:29])=[CH:23][C:24]([CH3:28])=[CH:25][C:26]=2[CH3:27])(=[O:19])=[O:20])[CH3:16])=[C:41]([CH:45]=1)[C:42]([NH2:44])=[O:43].